From a dataset of Reaction yield outcomes from USPTO patents with 853,638 reactions. Predict the reaction yield, written as a fraction of the theoretical maximum amount of product (1.0 means a 100% yield; for example, 0.34 means a 34% yield). (1) The reactants are [Cl:1][C:2]1[N:7]=[C:6]([NH:8][CH3:9])[C:5]([CH:10]=O)=[CH:4][N:3]=1.[NH2:12][C:13]1[CH:14]=[C:15]([NH:20][C:21](=[O:32])[C:22]2[CH:27]=[CH:26][CH:25]=[C:24]([C:28]([F:31])([F:30])[F:29])[CH:23]=2)[CH:16]=[CH:17][C:18]=1[CH3:19].C([BH3-])#N.[Na+].C(O)(=O)C. The catalyst is CO.C(Cl)(Cl)Cl. The product is [Cl:1][C:2]1[N:7]=[C:6]([NH:8][CH3:9])[C:5]([CH2:10][NH:12][C:13]2[CH:14]=[C:15]([NH:20][C:21](=[O:32])[C:22]3[CH:27]=[CH:26][CH:25]=[C:24]([C:28]([F:29])([F:30])[F:31])[CH:23]=3)[CH:16]=[CH:17][C:18]=2[CH3:19])=[CH:4][N:3]=1. The yield is 0.640. (2) The reactants are [CH2:1]([N:3]1[CH2:7][CH2:6][CH2:5][CH:4]1[CH2:8][O:9][C:10]1[CH:11]=[C:12]2[C:17](=[CH:18][CH:19]=1)[CH:16]=[C:15]([C:20]1[C:28]3[C:23](=[CH:24][CH:25]=[C:26](C#N)[CH:27]=3)[N:22](C3CCCCO3)[N:21]=1)[CH:14]=[CH:13]2)[CH3:2].[OH-].[K+].F[P-](F)(F)(F)(F)F.N1([O:55][C:56](N(C)C)=[N+](C)C)C2C=CC=CC=2N=N1.O.ON1C2C=CC=CC=2N=N1.C(N(CC)CC)C.[CH2:81]([NH2:86])[C:82]([CH3:85])([CH3:84])[CH3:83]. The catalyst is C(O)C.O. The product is [CH3:83][C:82]([CH3:85])([CH3:84])[CH2:81][NH:86][C:56]([C:26]1[CH:27]=[C:28]2[C:23](=[CH:24][CH:25]=1)[NH:22][N:21]=[C:20]2[C:15]1[CH:14]=[CH:13][C:12]2[C:17](=[CH:18][CH:19]=[C:10]([O:9][CH2:8][CH:4]3[CH2:5][CH2:6][CH2:7][N:3]3[CH2:1][CH3:2])[CH:11]=2)[CH:16]=1)=[O:55]. The yield is 0.370.